From a dataset of Forward reaction prediction with 1.9M reactions from USPTO patents (1976-2016). Predict the product of the given reaction. (1) Given the reactants [Br:1][C:2]1[CH:3]=[C:4]2[C:9](=[CH:10][CH:11]=1)[N:8]=[CH:7][C:6](I)=[C:5]2[Cl:13].[C:14]([O:18][C:19]([N:21]1[CH2:26][CH2:25][NH:24][CH2:23][CH2:22]1)=[O:20])([CH3:17])([CH3:16])[CH3:15].C1(P(C2C=CC=CC=2)C2C3OC4C(=CC=CC=4P(C4C=CC=CC=4)C4C=CC=CC=4)C(C)(C)C=3C=CC=2)C=CC=CC=1.CC(C)([O-])C.[Na+], predict the reaction product. The product is: [Br:1][C:2]1[CH:3]=[C:4]2[C:9](=[CH:10][CH:11]=1)[N:8]=[CH:7][C:6]([N:24]1[CH2:23][CH2:22][N:21]([C:19]([O:18][C:14]([CH3:17])([CH3:16])[CH3:15])=[O:20])[CH2:26][CH2:25]1)=[C:5]2[Cl:13]. (2) Given the reactants [CH2:1]([C:3]1[CH:8]=[C:7]([N+:9]([O-:11])=[O:10])[C:6]([O:12][CH3:13])=[CH:5][C:4]=1F)[CH3:2].Cl.Cl.[CH3:17][S:18]([N:21]1[CH2:26][CH2:25][N:24]([CH:27]2[CH2:32][CH2:31][NH:30][CH2:29][CH2:28]2)[CH2:23][CH2:22]1)(=[O:20])=[O:19].C([O-])([O-])=O.[K+].[K+].O, predict the reaction product. The product is: [CH2:1]([C:3]1[CH:8]=[C:7]([N+:9]([O-:11])=[O:10])[C:6]([O:12][CH3:13])=[CH:5][C:4]=1[N:30]1[CH2:29][CH2:28][CH:27]([N:24]2[CH2:25][CH2:26][N:21]([S:18]([CH3:17])(=[O:20])=[O:19])[CH2:22][CH2:23]2)[CH2:32][CH2:31]1)[CH3:2].